This data is from Peptide-MHC class I binding affinity with 185,985 pairs from IEDB/IMGT. The task is: Regression. Given a peptide amino acid sequence and an MHC pseudo amino acid sequence, predict their binding affinity value. This is MHC class I binding data. The peptide sequence is FRYNGLIHR. The MHC is HLA-A68:01 with pseudo-sequence HLA-A68:01. The binding affinity (normalized) is 0.368.